Dataset: Full USPTO retrosynthesis dataset with 1.9M reactions from patents (1976-2016). Task: Predict the reactants needed to synthesize the given product. (1) Given the product [CH2:17]([C:2]1[C:11]([C:12]([O:14][CH3:15])=[O:13])=[N:10][C:9]2[NH:8][C:7](=[O:16])[CH2:6][S:5][C:4]=2[CH:3]=1)[CH3:18], predict the reactants needed to synthesize it. The reactants are: Br[C:2]1[C:11]([C:12]([O:14][CH3:15])=[O:13])=[N:10][C:9]2[NH:8][C:7](=[O:16])[CH2:6][S:5][C:4]=2[CH:3]=1.[CH2:17]([Sn](CC)(CC)CC)[CH3:18]. (2) Given the product [Cl:1][C:2]1[CH:3]=[CH:4][C:5]([O:9][CH3:10])=[C:6]([NH:7][S:29]([C:26]2[CH:27]=[CH:28][C:19]([O:18][CH3:17])=[C:20]3[C:25]=2[O:24][CH2:23][C@H:22]([NH:33][C:34](=[O:39])[C:35]([F:38])([F:36])[F:37])[CH2:21]3)(=[O:30])=[O:31])[CH:8]=1, predict the reactants needed to synthesize it. The reactants are: [Cl:1][C:2]1[CH:3]=[CH:4][C:5]([O:9][CH3:10])=[C:6]([CH:8]=1)[NH2:7].N1C=CC=CC=1.[CH3:17][O:18][C:19]1[CH:28]=[CH:27][C:26]([S:29](Cl)(=[O:31])=[O:30])=[C:25]2[C:20]=1[CH2:21][C@@H:22]([NH:33][C:34](=[O:39])[C:35]([F:38])([F:37])[F:36])[CH2:23][O:24]2. (3) Given the product [CH2:1]([O:3][C:4](=[O:18])[CH2:5][CH2:6][CH2:7][CH:8]1[NH:9][CH2:10][CH:11]([C:12]([O:14][CH3:15])=[O:13])[CH2:16][CH2:17]1)[CH3:2], predict the reactants needed to synthesize it. The reactants are: [CH2:1]([O:3][C:4](=[O:18])[CH2:5][CH2:6][CH2:7][C:8]1[CH:17]=[CH:16][C:11]([C:12]([O:14][CH3:15])=[O:13])=[CH:10][N:9]=1)[CH3:2].